This data is from Reaction yield outcomes from USPTO patents with 853,638 reactions. The task is: Predict the reaction yield, written as a fraction of the theoretical maximum amount of product (1.0 means a 100% yield; for example, 0.34 means a 34% yield). The reactants are [Cl:1][C:2]1[CH:7]=[CH:6][CH:5]=[C:4]([Cl:8])[C:3]=1[C:9]([C:12]1[N:13]([C:21]2[CH:26]=[CH:25][C:24]([C:27]3[CH:32]=[C:31]([S:33]([CH3:36])(=[O:35])=[O:34])[C:30]([CH2:37][OH:38])=[C:29]([F:39])[CH:28]=3)=[CH:23][C:22]=2[F:40])[CH:14]=[C:15]([C:17]([OH:20])([CH3:19])[CH3:18])[N:16]=1)([CH3:11])[CH3:10].C(N(C(C)C)[P:45]([O:51][C:52]([CH3:55])([CH3:54])[CH3:53])[O:46][C:47]([CH3:50])([CH3:49])[CH3:48])(C)C.N1C=NN=N1.[OH:64]O. No catalyst specified. The product is [P:45]([O:38][CH2:37][C:30]1[C:31]([S:33]([CH3:36])(=[O:34])=[O:35])=[CH:32][C:27]([C:24]2[CH:25]=[CH:26][C:21]([N:13]3[CH:14]=[C:15]([C:17]([OH:20])([CH3:18])[CH3:19])[N:16]=[C:12]3[C:9]([C:3]3[C:4]([Cl:8])=[CH:5][CH:6]=[CH:7][C:2]=3[Cl:1])([CH3:10])[CH3:11])=[C:22]([F:40])[CH:23]=2)=[CH:28][C:29]=1[F:39])([O:46][C:47]([CH3:48])([CH3:49])[CH3:50])([O:51][C:52]([CH3:53])([CH3:54])[CH3:55])=[O:64]. The yield is 0.370.